From a dataset of Reaction yield outcomes from USPTO patents with 853,638 reactions. Predict the reaction yield, written as a fraction of the theoretical maximum amount of product (1.0 means a 100% yield; for example, 0.34 means a 34% yield). (1) The reactants are Cl[C:2]1[C:7]2[NH:8][C:9]3[C:14]([C:6]=2[C:5]([C:16]2[CH:21]=[CH:20][CH:19]=[C:18]([S:22]([CH2:25][CH3:26])(=[O:24])=[O:23])[CH:17]=2)=[CH:4][N:3]=1)=[CH:13][C:12]([CH3:15])=[CH:11][N:10]=3.[CH3:27][N:28]([CH3:33])[CH2:29][CH2:30][CH2:31][NH2:32]. No catalyst specified. The product is [CH2:25]([S:22]([C:18]1[CH:17]=[C:16]([C:5]2[C:6]3[C:14]4[CH:13]=[C:12]([CH3:15])[CH:11]=[N:10][C:9]=4[NH:8][C:7]=3[C:2]([NH:32][CH2:31][CH2:30][CH2:29][N:28]([CH3:33])[CH3:27])=[N:3][CH:4]=2)[CH:21]=[CH:20][CH:19]=1)(=[O:24])=[O:23])[CH3:26]. The yield is 0.550. (2) The reactants are [CH:1]([N:14]1[C:22]2[C:17](=[CH:18][C:19]([Cl:23])=[CH:20][CH:21]=2)[C:16]([CH2:24][CH2:25][S:26]([C:29]2[CH:38]=[CH:37][C:32]([C:33]([O:35]C)=[O:34])=[CH:31][CH:30]=2)(=[O:28])=[O:27])=[C:15]1[CH2:39][CH2:40][NH:41][S:42]([CH2:45][C:46]1[C:51]([F:52])=[CH:50][CH:49]=[CH:48][C:47]=1[F:53])(=[O:44])=[O:43])([C:8]1[CH:13]=[CH:12][CH:11]=[CH:10][CH:9]=1)[C:2]1[CH:7]=[CH:6][CH:5]=[CH:4][CH:3]=1.C1COCC1.[OH-].[Na+]. The catalyst is CO. The product is [CH:1]([N:14]1[C:22]2[C:17](=[CH:18][C:19]([Cl:23])=[CH:20][CH:21]=2)[C:16]([CH2:24][CH2:25][S:26]([C:29]2[CH:38]=[CH:37][C:32]([C:33]([OH:35])=[O:34])=[CH:31][CH:30]=2)(=[O:27])=[O:28])=[C:15]1[CH2:39][CH2:40][NH:41][S:42]([CH2:45][C:46]1[C:51]([F:52])=[CH:50][CH:49]=[CH:48][C:47]=1[F:53])(=[O:43])=[O:44])([C:2]1[CH:7]=[CH:6][CH:5]=[CH:4][CH:3]=1)[C:8]1[CH:9]=[CH:10][CH:11]=[CH:12][CH:13]=1. The yield is 0.960. (3) The reactants are [Br-].[CH3:2][O:3][C:4]1[CH:9]=[CH:8][C:7]([CH2:10][P+](C2C=CC=CC=2)(C2C=CC=CC=2)C2C=CC=CC=2)=[CH:6][CH:5]=1.[Li]CCCC.[C:35]([C:39]1[CH:44]=[CH:43][C:42]([CH2:45][CH:46]([CH3:49])[CH:47]=O)=[CH:41][CH:40]=1)([CH3:38])([CH3:37])[CH3:36].O. The catalyst is C1COCC1. The product is [C:35]([C:39]1[CH:40]=[CH:41][C:42]([CH2:45][CH:46]([CH3:49])[CH:47]=[CH:10][C:7]2[CH:6]=[CH:5][C:4]([O:3][CH3:2])=[CH:9][CH:8]=2)=[CH:43][CH:44]=1)([CH3:38])([CH3:37])[CH3:36]. The yield is 0.830. (4) The reactants are [CH2:1]([S:3]([C:6]1[CH:7]=[C:8]([C:22]2[N:27]=[C:26]([CH3:28])[N:25]=[C:24]([N:29](CC3C=CC(OC)=CC=3)CC3C=CC(OC)=CC=3)[N:23]=2)[C:9]([NH:12][C:13]2[CH:14]=[N:15][C:16]([O:20][CH3:21])=[C:17]([F:19])[CH:18]=2)=[N:10][CH:11]=1)(=[O:5])=[O:4])[CH3:2].FC(F)(F)S(O)(=O)=O.[OH-].[Na+]. The catalyst is C(O)(C(F)(F)F)=O. The product is [CH2:1]([S:3]([C:6]1[CH:7]=[C:8]([C:22]2[N:27]=[C:26]([CH3:28])[N:25]=[C:24]([NH2:29])[N:23]=2)[C:9]([NH:12][C:13]2[CH:14]=[N:15][C:16]([O:20][CH3:21])=[C:17]([F:19])[CH:18]=2)=[N:10][CH:11]=1)(=[O:4])=[O:5])[CH3:2]. The yield is 0.690. (5) The reactants are [Na].[CH2:2]([O:6][C:7]1[N:15]=[C:14]2[C:10]([N:11]=[CH:12][N:13]2[CH2:16][C:17]2[CH:18]=[N:19][C:20](Cl)=[CH:21][CH:22]=2)=[C:9]([NH2:24])[N:8]=1)[CH2:3][CH2:4][CH3:5].[CH3:25][OH:26]. No catalyst specified. The product is [CH2:2]([O:6][C:7]1[N:15]=[C:14]2[C:10]([N:11]=[CH:12][N:13]2[CH2:16][C:17]2[CH:18]=[N:19][C:20]([O:26][CH3:25])=[CH:21][CH:22]=2)=[C:9]([NH2:24])[N:8]=1)[CH2:3][CH2:4][CH3:5]. The yield is 0.500. (6) The reactants are [Cl:1][C:2]1[CH:3]=[C:4]([N:9]=[C:10]=[O:11])[CH:5]=[CH:6][C:7]=1[Cl:8].Cl.Cl.[N:14]1([CH2:20][CH2:21][CH2:22][N:23]2[CH2:29][CH2:28][NH:27][CH2:26][CH2:25][S:24]2(=[O:31])=[O:30])[CH2:19][CH2:18][CH2:17][CH2:16][CH2:15]1.C(N(CC)CC)C. The catalyst is O1CCCC1. The product is [Cl:1][C:2]1[CH:3]=[C:4]([NH:9][C:10]([N:27]2[CH2:26][CH2:25][S:24](=[O:30])(=[O:31])[N:23]([CH2:22][CH2:21][CH2:20][N:14]3[CH2:15][CH2:16][CH2:17][CH2:18][CH2:19]3)[CH2:29][CH2:28]2)=[O:11])[CH:5]=[CH:6][C:7]=1[Cl:8]. The yield is 0.880.